Predict the product of the given reaction. From a dataset of Forward reaction prediction with 1.9M reactions from USPTO patents (1976-2016). (1) Given the reactants [CH2:1]([C:3]1[C:8](=[O:9])[NH:7][C:6]([CH3:10])=[C:5]([C:11]2[S:15][C:14]([S:16](Cl)(=[O:18])=[O:17])=[CH:13][CH:12]=2)[CH:4]=1)[CH3:2].[CH3:20][N:21]1[CH2:26][CH2:25][NH:24][CH2:23][CH2:22]1, predict the reaction product. The product is: [CH2:1]([C:3]1[C:8](=[O:9])[NH:7][C:6]([CH3:10])=[C:5]([C:11]2[S:15][C:14]([S:16]([N:24]3[CH2:25][CH2:26][N:21]([CH3:20])[CH2:22][CH2:23]3)(=[O:18])=[O:17])=[CH:13][CH:12]=2)[CH:4]=1)[CH3:2]. (2) Given the reactants [CH:1]1([C:4]([O:6][CH2:7][CH2:8][C:9]2[CH:14]=[CH:13][C:12]([CH:15]3[CH2:20][CH2:19][N:18](C(OC(C)(C)C)=O)[CH2:17][CH:16]3[O:28][CH2:29][C:30]3[CH:39]=[CH:38][C:37]4[C:32](=[CH:33][CH:34]=[CH:35][CH:36]=4)[CH:31]=3)=[CH:11][CH:10]=2)=[O:5])[CH2:3][CH2:2]1.[F:40][C:41]([F:46])([F:45])[C:42]([OH:44])=[O:43], predict the reaction product. The product is: [F:40][C:41]([F:46])([F:45])[C:42]([OH:44])=[O:43].[CH:1]1([C:4]([O:6][CH2:7][CH2:8][C:9]2[CH:10]=[CH:11][C:12]([CH:15]3[CH2:20][CH2:19][NH:18][CH2:17][CH:16]3[O:28][CH2:29][C:30]3[CH:39]=[CH:38][C:37]4[C:32](=[CH:33][CH:34]=[CH:35][CH:36]=4)[CH:31]=3)=[CH:13][CH:14]=2)=[O:5])[CH2:3][CH2:2]1. (3) Given the reactants [NH2:1][C:2]1[CH:7]=[CH:6][C:5]([C:8]2[CH:9]=[C:10]3[C:16]([C:17]4[CH:22]=[CH:21][CH:20]=[CH:19][C:18]=4[O:23][CH3:24])=[CH:15][N:14]([S:25]([C:28]4[CH:33]=[CH:32][C:31]([CH3:34])=[CH:30][CH:29]=4)(=[O:27])=[O:26])[C:11]3=[N:12][CH:13]=2)=[CH:4][C:3]=1[C:35]([N:37]1[CH2:42][CH2:41][N:40]([CH3:43])[CH2:39][CH2:38]1)=[O:36].C(NC(C)C)(C)C.[C:51](Cl)(Cl)=[O:52].[NH:55]1[CH2:60][CH2:59][O:58][CH2:57][CH2:56]1, predict the reaction product. The product is: [CH3:24][O:23][C:18]1[CH:19]=[CH:20][CH:21]=[CH:22][C:17]=1[C:16]1[C:10]2[C:11](=[N:12][CH:13]=[C:8]([C:5]3[CH:6]=[CH:7][C:2]([NH:1][C:51]([N:55]4[CH2:60][CH2:59][O:58][CH2:57][CH2:56]4)=[O:52])=[C:3]([C:35]([N:37]4[CH2:38][CH2:39][N:40]([CH3:43])[CH2:41][CH2:42]4)=[O:36])[CH:4]=3)[CH:9]=2)[N:14]([S:25]([C:28]2[CH:33]=[CH:32][C:31]([CH3:34])=[CH:30][CH:29]=2)(=[O:27])=[O:26])[CH:15]=1.